From a dataset of Catalyst prediction with 721,799 reactions and 888 catalyst types from USPTO. Predict which catalyst facilitates the given reaction. (1) Reactant: [Si:1]([O:8][CH2:9][CH2:10][C:11](=[O:14])[C:12]#[CH:13])([C:4]([CH3:7])([CH3:6])[CH3:5])([CH3:3])[CH3:2].CB1N2CCC[C@H]2C(C2C=CC=CC=2)(C2C=CC=CC=2)O1.CSC.B. Product: [Si:1]([O:8][CH2:9][CH2:10][C@H:11]([OH:14])[C:12]#[CH:13])([C:4]([CH3:7])([CH3:6])[CH3:5])([CH3:3])[CH3:2]. The catalyst class is: 1. (2) Reactant: [Br:1][C:2]1[CH:7]=[CH:6][C:5]([C:8]2[N:9]=[C:10]([C:21]3[C:26]([F:27])=[CH:25][CH:24]=[CH:23][C:22]=3[Cl:28])[N:11](O)[C:12]=2[C:13]2[CH:18]=[CH:17][NH:16][C:15](=[O:19])[CH:14]=2)=[CH:4][CH:3]=1. Product: [Br:1][C:2]1[CH:7]=[CH:6][C:5]([C:8]2[N:9]=[C:10]([C:21]3[C:26]([F:27])=[CH:25][CH:24]=[CH:23][C:22]=3[Cl:28])[NH:11][C:12]=2[C:13]2[CH:18]=[CH:17][NH:16][C:15](=[O:19])[CH:14]=2)=[CH:4][CH:3]=1. The catalyst class is: 5. (3) Reactant: [CH3:1][O:2][C:3]1[CH:4]=[C:5](B(O)O)[CH:6]=[CH:7][CH:8]=1.Cl[C:13]1[C:18]([CH2:19][OH:20])=[CH:17][CH:16]=[CH:15][N:14]=1.C(=O)(O)[O-].[Na+].O1CCOCC1. Product: [CH3:1][O:2][C:3]1[CH:4]=[C:5]([C:13]2[C:18]([CH2:19][OH:20])=[CH:17][CH:16]=[CH:15][N:14]=2)[CH:6]=[CH:7][CH:8]=1. The catalyst class is: 587. (4) Reactant: [CH2:1]([C:3]1[CH:12]=[C:11]([C:13]2[N:17]=[C:16]([C:18]3[CH:23]=[C:22]([CH3:24])[C:21]([CH2:25][CH:26]([CH3:28])[CH3:27])=[CH:20][N:19]=3)[O:15][N:14]=2)[CH:10]=[C:9]([CH3:29])[C:4]=1[O:5][CH2:6][CH2:7][NH2:8])[CH3:2].[K+].[CH2:31]([S:33]([NH-])(=[O:35])=[O:34])[CH3:32]. Product: [CH2:1]([C:3]1[CH:12]=[C:11]([C:13]2[N:17]=[C:16]([C:18]3[CH:23]=[C:22]([CH3:24])[C:21]([CH2:25][CH:26]([CH3:28])[CH3:27])=[CH:20][N:19]=3)[O:15][N:14]=2)[CH:10]=[C:9]([CH3:29])[C:4]=1[O:5][CH2:6][CH2:7][NH:8][S:33]([CH2:31][CH3:32])(=[O:35])=[O:34])[CH3:2]. The catalyst class is: 3. (5) Reactant: [C:1]([CH2:9][C:10]#[N:11])(=[O:8])[C:2]1[CH:7]=[CH:6][CH:5]=[CH:4][CH:3]=1.[CH2:12]([N:14]=[C:15]=[S:16])[CH3:13]. Product: [C:10]([CH:9]([C:1](=[O:8])[C:2]1[CH:7]=[CH:6][CH:5]=[CH:4][CH:3]=1)[C:15]([NH:14][CH2:12][CH3:13])=[S:16])#[N:11]. The catalyst class is: 66.